From a dataset of Catalyst prediction with 721,799 reactions and 888 catalyst types from USPTO. Predict which catalyst facilitates the given reaction. (1) Reactant: [CH:1]1([NH:7][C:8]2[CH:13]=[CH:12][C:11]([CH3:14])=[CH:10][CH:9]=2)[CH2:6][CH2:5][CH2:4][CH2:3][CH2:2]1.[Br:15]Br.[OH-].[K+]. Product: [Br:15][C:9]1[CH:10]=[C:11]([CH3:14])[CH:12]=[CH:13][C:8]=1[NH:7][CH:1]1[CH2:6][CH2:5][CH2:4][CH2:3][CH2:2]1. The catalyst class is: 2. (2) Reactant: [Cr](Cl)([O-])(=O)=O.[NH+]1C=CC=CC=1.[OH:12][CH2:13][C:14]1[CH:19]=[CH:18][CH:17]=[CH:16][C:15]=1[NH:20][C:21](=[O:27])[O:22][C:23]([CH3:26])([CH3:25])[CH3:24]. Product: [CH:13]([C:14]1[CH:19]=[CH:18][CH:17]=[CH:16][C:15]=1[NH:20][C:21](=[O:27])[O:22][C:23]([CH3:25])([CH3:24])[CH3:26])=[O:12]. The catalyst class is: 22. (3) Reactant: [NH2:1][C:2]1[CH:7]=[CH:6][C:5]([CH:8]([CH3:16])[C:9]([O:11][C:12]([CH3:15])([CH3:14])[CH3:13])=[O:10])=[CH:4][C:3]=1[Br:17].Br[CH2:19][C:20]1[CH:29]=[CH:28][CH:27]=[CH:26][C:21]=1[C:22]([O:24][CH3:25])=[O:23].C(N(C(C)C)CC)(C)C. Product: [Br:17][C:3]1[CH:4]=[C:5]([CH:8]([CH3:16])[C:9]([O:11][C:12]([CH3:13])([CH3:15])[CH3:14])=[O:10])[CH:6]=[CH:7][C:2]=1[NH:1][CH2:19][C:20]1[CH:29]=[CH:28][CH:27]=[CH:26][C:21]=1[C:22]([O:24][CH3:25])=[O:23]. The catalyst class is: 8.